Task: Predict the reactants needed to synthesize the given product.. Dataset: Full USPTO retrosynthesis dataset with 1.9M reactions from patents (1976-2016) (1) Given the product [C:1]([O:5][C:6]([NH:8][C@@H:9]([C@H:22]([CH2:30][O:31][CH3:32])[CH2:23][CH:24]([CH3:29])[CH2:25][CH2:26][CH:27]=[CH2:28])[C:10]([N:12]1[CH2:16][C@H:15]([OH:17])[CH2:14][C@H:13]1[C:18]([OH:20])=[O:19])=[O:11])=[O:7])([CH3:2])([CH3:4])[CH3:3], predict the reactants needed to synthesize it. The reactants are: [C:1]([O:5][C:6]([NH:8][C@@H:9]([C@H:22]([CH2:30][O:31][CH3:32])[CH2:23][CH:24]([CH3:29])[CH2:25][CH2:26][CH:27]=[CH2:28])[C:10]([N:12]1[CH2:16][C@H:15]([OH:17])[CH2:14][C@H:13]1[C:18]([O:20]C)=[O:19])=[O:11])=[O:7])([CH3:4])([CH3:3])[CH3:2].CO.[Li+].[OH-]. (2) Given the product [CH2:6]([O:5][C:1](=[O:4])[CH:2]=[N:16][NH:15][C:13]([O:12][C:8]([CH3:11])([CH3:10])[CH3:9])=[O:14])[CH3:7], predict the reactants needed to synthesize it. The reactants are: [C:1]([O:5][CH2:6][CH3:7])(=[O:4])[CH:2]=O.[C:8]([O:12][C:13]([NH:15][NH2:16])=[O:14])([CH3:11])([CH3:10])[CH3:9]. (3) The reactants are: [O:1]=[S:2]1(=[O:30])[C:7]2[CH:8]=[CH:9][CH:10]=[CH:11][C:6]=2[NH:5][C:4](=[O:12])[N:3]1[C:13]1[N:18]=[C:17]([CH2:19][NH:20][C:21](=[O:27])[O:22][C:23]([CH3:26])([CH3:25])[CH3:24])[C:16]([O:28][CH3:29])=[CH:15][CH:14]=1.[F:31][C:32]1[CH:39]=[C:38]([O:40][CH3:41])[CH:37]=[C:36]([F:42])[C:33]=1[CH2:34]Br.C([O-])([O-])=O.[K+].[K+].COC1C(C)=CC(N2C(=O)N(CC3C(F)=CC(F)=CC=3F)C3C=CC=CC=3S2(=O)=O)=CC=1C. Given the product [F:31][C:32]1[CH:39]=[C:38]([O:40][CH3:41])[CH:37]=[C:36]([F:42])[C:33]=1[CH2:34][N:5]1[C:6]2[CH:11]=[CH:10][CH:9]=[CH:8][C:7]=2[S:2](=[O:1])(=[O:30])[N:3]([C:13]2[N:18]=[C:17]([CH2:19][NH:20][C:21](=[O:27])[O:22][C:23]([CH3:25])([CH3:26])[CH3:24])[C:16]([O:28][CH3:29])=[CH:15][CH:14]=2)[C:4]1=[O:12], predict the reactants needed to synthesize it. (4) Given the product [Br:1][CH2:2][CH2:3][CH2:4][C:5]([NH:23][CH2:24][C:25]#[N:21])=[O:7], predict the reactants needed to synthesize it. The reactants are: [Br:1][CH2:2][CH2:3][CH2:4][C:5]([OH:7])=O.Cl.C(N=C=NCCCN(C)C)C.O[N:21]1[C:25]2C=CC=C[C:24]=2[N:23]=N1.Cl.NCC#N.